Predict the reactants needed to synthesize the given product. From a dataset of Full USPTO retrosynthesis dataset with 1.9M reactions from patents (1976-2016). (1) Given the product [C:8]1([C:14]2[CH:26]=[CH:25][C:17]([C:18]([OH:20])=[O:19])=[C:16]([NH:27][C:28]([C:30]3[CH:35]=[CH:34][C:33]([C:36]4[CH:37]=[CH:38][CH:39]=[CH:40][CH:41]=4)=[CH:32][N:31]=3)=[O:29])[CH:15]=2)[CH:13]=[CH:12][CH:11]=[CH:10][CH:9]=1, predict the reactants needed to synthesize it. The reactants are: FC(F)(F)C(O)=O.[C:8]1([C:14]2[CH:26]=[CH:25][C:17]([C:18]([O:20]C(C)(C)C)=[O:19])=[C:16]([NH:27][C:28]([C:30]3[CH:35]=[CH:34][C:33]([C:36]4[CH:41]=[CH:40][CH:39]=[CH:38][CH:37]=4)=[CH:32][N:31]=3)=[O:29])[CH:15]=2)[CH:13]=[CH:12][CH:11]=[CH:10][CH:9]=1. (2) Given the product [NH2:43][C:44]1[N:49]=[C:48]([S:50]([NH:53][C:28]([C:16]2[C:17]([CH:19]3[CH2:23][C:22]([CH3:25])([CH3:24])[CH2:21][C:20]3([CH3:27])[CH3:26])=[N:18][C:13]([C:4]3[CH:5]=[C:6]([O:8][CH2:9][CH:10]([CH3:11])[CH3:12])[CH:7]=[C:2]([F:1])[CH:3]=3)=[CH:14][CH:15]=2)=[O:29])(=[O:52])=[O:51])[CH:47]=[CH:46][CH:45]=1, predict the reactants needed to synthesize it. The reactants are: [F:1][C:2]1[CH:3]=[C:4]([C:13]2[N:18]=[C:17]([CH:19]3[CH2:23][C:22]([CH3:25])([CH3:24])[CH2:21][C:20]3([CH3:27])[CH3:26])[C:16]([C:28](O)=[O:29])=[CH:15][CH:14]=2)[CH:5]=[C:6]([O:8][CH2:9][CH:10]([CH3:12])[CH3:11])[CH:7]=1.C(C1NC=CN=1)(C1NC=CN=1)=O.[NH2:43][C:44]1[N:49]=[C:48]([S:50]([NH2:53])(=[O:52])=[O:51])[CH:47]=[CH:46][CH:45]=1.[H-].[Na+].